From a dataset of Full USPTO retrosynthesis dataset with 1.9M reactions from patents (1976-2016). Predict the reactants needed to synthesize the given product. (1) Given the product [F:1][C:2]1[CH:28]=[C:27]([F:29])[CH:26]=[CH:25][C:3]=1[CH2:4][O:5][C:6]1[CH:11]=[C:10]([CH3:12])[N:9]([CH2:13][C:14]2[CH:23]=[CH:22][C:17]([CH2:18][OH:19])=[CH:16][N:15]=2)[C:8](=[O:24])[CH:7]=1, predict the reactants needed to synthesize it. The reactants are: [F:1][C:2]1[CH:28]=[C:27]([F:29])[CH:26]=[CH:25][C:3]=1[CH2:4][O:5][C:6]1[CH:11]=[C:10]([CH3:12])[N:9]([CH2:13][C:14]2[CH:23]=[CH:22][C:17]([C:18](OC)=[O:19])=[CH:16][N:15]=2)[C:8](=[O:24])[CH:7]=1.[H-].[Al+3].[Li+].[H-].[H-].[H-].S([O-])(O)(=O)=O.[K+]. (2) Given the product [CH2:1]([N:8]1[C:9](=[O:25])[S:10][N:18]([CH2:17][C:16]2[CH:21]=[CH:22][C:13]([O:12][CH3:11])=[CH:14][CH:15]=2)[C:19]1=[O:20])[C:2]1[CH:7]=[CH:6][CH:5]=[CH:4][CH:3]=1, predict the reactants needed to synthesize it. The reactants are: [CH2:1]([N:8]=[C:9]=[S:10])[C:2]1[CH:7]=[CH:6][CH:5]=[CH:4][CH:3]=1.[CH3:11][O:12][C:13]1[CH:22]=[CH:21][C:16]([CH2:17][N:18]=[C:19]=[O:20])=[CH:15][CH:14]=1.C([O:25]CC)C. (3) Given the product [Br:1][C:2]1[CH:7]=[CH:6][C:5]2[O:8][C:18](=[O:19])[CH:17]([C:11]3[CH:12]=[CH:13][C:14]([Cl:16])=[CH:15][C:10]=3[Cl:9])[C:4]=2[CH:3]=1, predict the reactants needed to synthesize it. The reactants are: [Br:1][C:2]1[CH:7]=[CH:6][C:5]([OH:8])=[CH:4][CH:3]=1.[Cl:9][C:10]1[CH:15]=[C:14]([Cl:16])[CH:13]=[CH:12][C:11]=1[CH:17](O)[C:18](O)=[O:19].C(O)(=O)C. (4) Given the product [CH2:1]=[CH:2][CH2:3][CH2:4][CH2:5][CH3:6].[CH2:1]=[CH:2][CH3:3], predict the reactants needed to synthesize it. The reactants are: [CH3:1][CH:2]=[CH:3][CH2:4][CH2:5][CH2:6]C.C=C. (5) Given the product [S:13]1[CH:14]=[CH:15][N:16]=[C:12]1[NH:11][S:8]([C:5]1[CH:6]=[CH:7][C:2]([N:21]2[CH2:24][CH:23]([NH:25][C:26](=[O:32])[O:27][C:28]([CH3:30])([CH3:29])[CH3:31])[CH2:22]2)=[CH:3][CH:4]=1)(=[O:10])=[O:9], predict the reactants needed to synthesize it. The reactants are: Br[C:2]1[CH:7]=[CH:6][C:5]([S:8]([NH:11][C:12]2[S:13][CH:14]=[CH:15][N:16]=2)(=[O:10])=[O:9])=[CH:4][CH:3]=1.C(O)(=O)C.[NH:21]1[CH2:24][CH:23]([NH:25][C:26](=[O:32])[O:27][C:28]([CH3:31])([CH3:30])[CH3:29])[CH2:22]1.C1(C2C=CC=CC=2)C=CC=CC=1P(C(C)(C)C)C(C)(C)C.O. (6) Given the product [NH2:1][C:2]1[C:7]([C:8]([C:10]2[CH:15]=[C:14]([F:16])[CH:13]=[CH:12][C:11]=2[O:17][CH:18]([CH3:19])[CH3:20])=[O:9])=[CH:6][N:5]=[C:4]([NH:42][CH:39]2[CH2:40][CH2:41][N:36]([S:33]([CH3:32])(=[O:35])=[O:34])[CH2:37][CH2:38]2)[N:3]=1, predict the reactants needed to synthesize it. The reactants are: [NH2:1][C:2]1[C:7]([C:8]([C:10]2[CH:15]=[C:14]([F:16])[CH:13]=[CH:12][C:11]=2[O:17][CH:18]([CH3:20])[CH3:19])=[O:9])=[CH:6][N:5]=[C:4](S(CC)=O)[N:3]=1.FC(F)(F)C(O)=O.[CH3:32][S:33]([N:36]1[CH2:41][CH2:40][CH:39]([NH2:42])[CH2:38][CH2:37]1)(=[O:35])=[O:34]. (7) Given the product [C:1]([NH:4][CH:5]1[CH2:6][CH2:7][N:8]([CH2:11][C:12]([NH:15][CH2:16][C:17]([N:19]([C:21]2[CH:26]=[CH:25][C:24]([Cl:27])=[C:23]([CH2:28][O:29][C:30]3[C:38]4[N:37]=[C:36]([O:39][CH3:40])[N:35]([CH2:41][C:42]5[CH:47]=[CH:46][CH:45]=[CH:44][N:43]=5)[C:34]=4[CH:33]=[CH:32][CH:31]=3)[C:22]=2[Cl:48])[CH3:20])=[O:18])=[O:14])[CH2:9][CH2:10]1)(=[O:3])[CH3:2], predict the reactants needed to synthesize it. The reactants are: [C:1]([NH:4][CH:5]1[CH2:10][CH2:9][N:8]([CH2:11][C:12]([OH:14])=O)[CH2:7][CH2:6]1)(=[O:3])[CH3:2].[NH2:15][CH2:16][C:17]([N:19]([C:21]1[CH:26]=[CH:25][C:24]([Cl:27])=[C:23]([CH2:28][O:29][C:30]2[C:38]3[N:37]=[C:36]([O:39][CH3:40])[N:35]([CH2:41][C:42]4[CH:47]=[CH:46][CH:45]=[CH:44][N:43]=4)[C:34]=3[CH:33]=[CH:32][CH:31]=2)[C:22]=1[Cl:48])[CH3:20])=[O:18].